The task is: Predict the reactants needed to synthesize the given product.. This data is from Full USPTO retrosynthesis dataset with 1.9M reactions from patents (1976-2016). (1) Given the product [CH3:14][CH:13]1[N:8]([C:20]([O:22][CH2:23][CH:24]=[CH2:25])=[O:21])[CH2:9][C:10]([C:15]([O:17][CH3:18])=[O:16])=[CH:11][CH2:12]1, predict the reactants needed to synthesize it. The reactants are: C([N:8]1[CH:13]([CH3:14])[CH2:12][CH:11]=[C:10]([C:15]([O:17][CH3:18])=[O:16])[CH2:9]1)C1C=CC=CC=1.Cl[C:20]([O:22][CH2:23][CH:24]=[CH2:25])=[O:21].C(=O)([O-])O.[Na+].C(OCC)(=O)C. (2) Given the product [Cl:1][C:2]1[CH:7]=[CH:6][C:5]([C@H:8]2[N:15]3[C:11]([S:12][C:13]([C:19]([N:34]4[CH2:35][CH2:36][N:31]([CH3:30])[C@@H:32]([CH3:37])[CH2:33]4)=[O:20])=[C:14]3[CH:16]([CH3:18])[CH3:17])=[N:10][C@:9]2([C:23]2[CH:24]=[CH:25][C:26]([Cl:29])=[CH:27][CH:28]=2)[CH3:22])=[CH:4][CH:3]=1, predict the reactants needed to synthesize it. The reactants are: [Cl:1][C:2]1[CH:7]=[CH:6][C:5]([C@H:8]2[N:15]3[C:11]([S:12][C:13]([C:19](O)=[O:20])=[C:14]3[CH:16]([CH3:18])[CH3:17])=[N:10][C@:9]2([C:23]2[CH:28]=[CH:27][C:26]([Cl:29])=[CH:25][CH:24]=2)[CH3:22])=[CH:4][CH:3]=1.[CH3:30][N:31]1[CH2:36][CH2:35][NH:34][CH2:33][C@@H:32]1[CH3:37].